From a dataset of Peptide-MHC class II binding affinity with 134,281 pairs from IEDB. Regression. Given a peptide amino acid sequence and an MHC pseudo amino acid sequence, predict their binding affinity value. This is MHC class II binding data. The peptide sequence is AAATKGTTVYGAFAA. The MHC is HLA-DQA10102-DQB10602 with pseudo-sequence HLA-DQA10102-DQB10602. The binding affinity (normalized) is 0.690.